Dataset: Reaction yield outcomes from USPTO patents with 853,638 reactions. Task: Predict the reaction yield, written as a fraction of the theoretical maximum amount of product (1.0 means a 100% yield; for example, 0.34 means a 34% yield). (1) The reactants are [Li]CCCC.C(NC(C)C)(C)C.[Cl:13][C:14]1[CH:19]=[CH:18][C:17]([CH2:20][C:21]([O:23][CH3:24])=[O:22])=[CH:16][CH:15]=1.[Li+].CC([N-]C(C)C)C.Br[CH2:34][C:35]([O:37][C:38]([CH3:41])([CH3:40])[CH3:39])=[O:36]. The catalyst is C1COCC1. The product is [Cl:13][C:14]1[CH:15]=[CH:16][C:17]([CH:20]([CH2:34][C:35]([O:37][C:38]([CH3:41])([CH3:40])[CH3:39])=[O:36])[C:21]([O:23][CH3:24])=[O:22])=[CH:18][CH:19]=1. The yield is 0.880. (2) The reactants are [CH3:1]I.[Br:3][C:4]1[C:9]([OH:10])=[CH:8][CH:7]=[C:6]([I:11])[N:5]=1.O. The catalyst is CN(C=O)C. The product is [Br:3][C:4]1[C:9]([O:10][CH3:1])=[CH:8][CH:7]=[C:6]([I:11])[N:5]=1. The yield is 1.00. (3) The reactants are [CH3:1][O:2][C:3]([NH:5][C@H:6]([C:10]([N:12]1[CH:16]([C:17]([O:19]CC)=[O:18])[CH2:15][C:14]2([CH2:26][CH2:25][O:24][CH2:23][CH2:22]2)[CH2:13]1)=[O:11])[CH:7]([CH3:9])[CH3:8])=[O:4].O.[OH-].[Li+].Cl. The catalyst is C1COCC1.O.CO. The product is [CH3:1][O:2][C:3]([NH:5][C@H:6]([C:10]([N:12]1[CH:16]([C:17]([OH:19])=[O:18])[CH2:15][C:14]2([CH2:26][CH2:25][O:24][CH2:23][CH2:22]2)[CH2:13]1)=[O:11])[CH:7]([CH3:9])[CH3:8])=[O:4]. The yield is 0.740. (4) The reactants are [CH3:1][O:2][C:3]1[C:12]([CH3:13])=[C:11]2[C:6]([C:7]([O:23]CC3C=CC(OC)=CC=3)=[CH:8][C:9]([N:14]3[CH:18]=[CH:17][C:16]([C:19]([F:22])([F:21])[F:20])=[N:15]3)=[N:10]2)=[CH:5][CH:4]=1.C([O-])=O.[NH4+]. The catalyst is CCO.[Pd]. The product is [OH:23][C:7]1[C:6]2[C:11](=[C:12]([CH3:13])[C:3]([O:2][CH3:1])=[CH:4][CH:5]=2)[N:10]=[C:9]([N:14]2[CH:18]=[CH:17][C:16]([C:19]([F:22])([F:21])[F:20])=[N:15]2)[CH:8]=1. The yield is 0.930. (5) The reactants are [CH3:1][C:2]1[CH:3]=[C:4]([CH:26]=[CH:27][C:28]=1[OH:29])[NH:5][C:6]1[C:15]2[C:10](=[CH:11][C:12]([O:24][CH3:25])=[CH:13][C:14]=2[O:16][CH:17]2[CH2:22][CH2:21][N:20]([CH3:23])[CH2:19][CH2:18]2)[N:9]=[CH:8][N:7]=1.[F:30][C:31]1[CH:38]=[CH:37][CH:36]=[C:35]([F:39])[C:32]=1[CH2:33]Cl. The product is [F:30][C:31]1[CH:38]=[CH:37][CH:36]=[C:35]([F:39])[C:32]=1[CH2:33][O:29][C:28]1[CH:27]=[CH:26][C:4]([NH:5][C:6]2[C:15]3[C:10](=[CH:11][C:12]([O:24][CH3:25])=[CH:13][C:14]=3[O:16][CH:17]3[CH2:22][CH2:21][N:20]([CH3:23])[CH2:19][CH2:18]3)[N:9]=[CH:8][N:7]=2)=[CH:3][C:2]=1[CH3:1]. The yield is 0.810. No catalyst specified. (6) The reactants are [Cl:1][C:2]1[C:7]([OH:8])=[CH:6][CH:5]=[CH:4][N:3]=1.[C:9]([O-])(O)=[O:10].[Na+].C=O.Cl. The catalyst is O. The product is [Cl:1][C:2]1[C:7]([OH:8])=[CH:6][CH:5]=[C:4]([CH2:9][OH:10])[N:3]=1. The yield is 0.810.